Dataset: Catalyst prediction with 721,799 reactions and 888 catalyst types from USPTO. Task: Predict which catalyst facilitates the given reaction. (1) The catalyst class is: 773. Product: [CH3:11][C:12]1([CH3:19])[S:16][C:15]([CH3:2])([CH2:17][CH2:28][CH2:29][CH2:30][CH2:31][CH2:32][CH2:33][CH3:34])[C:14](=[O:18])[O:13]1. Reactant: [Li+].[CH3:2][Si]([N-][Si](C)(C)C)(C)C.[CH3:11][C:12]1([CH3:19])[S:16][CH:15]([CH3:17])[C:14](=[O:18])[O:13]1.O([CH2:28][CH2:29][CH2:30][CH2:31][CH2:32][CH2:33][CH2:34]C)S(C(F)(F)F)(=O)=O.Cl. (2) Reactant: [C:1]([O:5][C:6](=[O:25])[NH:7][C:8]1[CH:13]=[C:12]([O:14][CH2:15][CH2:16][CH3:17])[C:11]([C:18]([F:21])([F:20])[F:19])=[CH:10][C:9]=1[N+:22]([O-])=O)([CH3:4])([CH3:3])[CH3:2]. Product: [C:1]([O:5][C:6](=[O:25])[NH:7][C:8]1[CH:13]=[C:12]([O:14][CH2:15][CH2:16][CH3:17])[C:11]([C:18]([F:21])([F:20])[F:19])=[CH:10][C:9]=1[NH2:22])([CH3:2])([CH3:3])[CH3:4]. The catalyst class is: 45. (3) The catalyst class is: 27. Product: [CH3:22][N:21]([CH3:23])[C:13]1([C:16]2[S:17][CH:18]=[CH:19][CH:20]=2)[CH2:14][CH2:15][C:8]2([CH2:9][CH2:10][N:6]([CH2:5][CH2:4][C:3]([CH2:25][CH3:26])([OH:2])[CH2:41][CH3:42])[CH2:7]2)[CH2:11][CH2:12]1. Reactant: C[O:2][C:3](=O)[CH2:4][CH2:5][N:6]1[CH2:10][CH2:9][C:8]2([CH2:15][CH2:14][C:13]([N:21]([CH3:23])[CH3:22])([C:16]3[S:17][CH:18]=[CH:19][CH:20]=3)[CH2:12][CH2:11]2)[CH2:7]1.[CH2:25]([Mg]Br)[CH3:26].S(=O)(=O)(O)O.C(=O)([O-])[O-].[K+].[K+].O1CC[CH2:42][CH2:41]1. (4) Reactant: [NH2:1][C:2]1[C:3]([CH3:8])=[CH:4][CH:5]=[CH:6][CH:7]=1.N1[CH:14]=[CH:13][CH:12]=[CH:11][CH:10]=1.O1CCCC1.C(Cl)(=O)CCCC. Product: [CH2:11]([C:10]1[NH:1][C:2]2[C:3]([CH:8]=1)=[CH:4][CH:5]=[CH:6][CH:7]=2)[CH2:12][CH2:13][CH3:14]. The catalyst class is: 6. (5) The catalyst class is: 12. Reactant: Cl[C:2]1[N:7]=[C:6]([Cl:8])[N:5]=[C:4]([Cl:9])[N:3]=1.O1CCCC1.[NH2:15][C:16]1[CH:23]=[CH:22][C:19]([C:20]#[N:21])=[CH:18][CH:17]=1.C(N(CC)CC)C. Product: [Cl:9][C:4]1[N:5]=[C:6]([Cl:8])[N:7]=[C:2]([NH:15][C:16]2[CH:23]=[CH:22][C:19]([C:20]#[N:21])=[CH:18][CH:17]=2)[N:3]=1. (6) Reactant: C(OC([N:8]1[CH2:15][C:14]2[C:10](=[N:11][NH:12][C:13]=2[NH2:16])[CH2:9]1)=O)(C)(C)C.[CH2:17]([CH:19]([C:23](=O)[CH3:24])[C:20](=O)[CH3:21])[CH3:18].Cl. Product: [CH2:23]([C:19]1[C:20]([CH3:21])=[N:16][C:13]2[N:12]([N:11]=[C:10]3[CH2:9][NH:8][CH2:15][C:14]3=2)[C:17]=1[CH3:18])[CH3:24]. The catalyst class is: 52. (7) Reactant: [Cl:1][C:2]1[CH:3]=[CH:4][C:5](I)=[C:6]([C:8]2[CH:13]=[C:12]([O:14][CH3:15])[N:11]=[CH:10][N:9]=2)[CH:7]=1.[CH2:17]1COC[CH2:18]1.C([Sn](C#C)(CCCC)CCCC)CCC. Product: [Cl:1][C:2]1[CH:3]=[CH:4][C:5]([C:17]#[CH:18])=[C:6]([C:8]2[CH:13]=[C:12]([O:14][CH3:15])[N:11]=[CH:10][N:9]=2)[CH:7]=1. The catalyst class is: 518. (8) Reactant: [F:1][C:2]1[CH:7]=[CH:6][C:5]([C:8]2[C:9]([C:20]3[CH:25]=[CH:24][C:23]([S:26]([CH3:29])(=[O:28])=[O:27])=[CH:22][CH:21]=3)=[C:10]3[N:14]([C:15]=2C(OC)=O)[CH2:13][CH2:12][CH2:11]3)=[CH:4][CH:3]=1.[OH-].[K+].Cl. The catalyst class is: 6. Product: [F:1][C:2]1[CH:7]=[CH:6][C:5]([C:8]2[C:9]([C:20]3[CH:25]=[CH:24][C:23]([S:26]([CH3:29])(=[O:28])=[O:27])=[CH:22][CH:21]=3)=[C:10]3[N:14]([CH:15]=2)[CH2:13][CH2:12][CH2:11]3)=[CH:4][CH:3]=1. (9) Reactant: [F:1][C:2]([F:41])([F:40])[C:3]1[CH:4]=[C:5]([C@@H:13]([N:15]([CH3:39])[C:16]([N:18]2[CH2:30][CH2:29][C@:21]3([NH:25][C@H:24]([C:26]([NH2:28])=[O:27])[CH2:23][CH2:22]3)[CH2:20][C@@H:19]2[C:31]2[CH:36]=[CH:35][C:34]([F:37])=[CH:33][C:32]=2[CH3:38])=[O:17])[CH3:14])[CH:6]=[C:7]([C:9]([F:12])([F:11])[F:10])[CH:8]=1.[ClH:42]. Product: [ClH:42].[F:41][C:2]([F:1])([F:40])[C:3]1[CH:4]=[C:5]([C@@H:13]([N:15]([CH3:39])[C:16]([N:18]2[CH2:30][CH2:29][C@:21]3([NH:25][C@H:24]([C:26]([NH2:28])=[O:27])[CH2:23][CH2:22]3)[CH2:20][C@@H:19]2[C:31]2[CH:36]=[CH:35][C:34]([F:37])=[CH:33][C:32]=2[CH3:38])=[O:17])[CH3:14])[CH:6]=[C:7]([C:9]([F:10])([F:11])[F:12])[CH:8]=1. The catalyst class is: 27. (10) Reactant: Cl[C:2](=[N:8][OH:9])[C:3]([O:5][CH2:6][CH3:7])=[O:4].[CH3:10][O:11][C:12]1[CH:13]=[C:14]([C:18]2[CH:23]=[CH:22][C:21]([C:24]([C:29]3[CH:34]=[CH:33][C:32]([C:35](OC)=[CH2:36])=[CH:31][N:30]=3)([CH3:28])[CH:25]([CH3:27])[CH3:26])=[CH:20][CH:19]=2)[CH:15]=[N:16][CH:17]=1.C(N(CC)CC)C.C(O)(C(F)(F)F)=O.C(=O)(O)[O-].[Na+]. Product: [CH3:10][O:11][C:12]1[CH:13]=[C:14]([C:18]2[CH:19]=[CH:20][C:21]([C:24]([C:29]3[N:30]=[CH:31][C:32]([C:35]4[O:9][N:8]=[C:2]([C:3]([O:5][CH2:6][CH3:7])=[O:4])[CH:36]=4)=[CH:33][CH:34]=3)([CH3:28])[CH:25]([CH3:26])[CH3:27])=[CH:22][CH:23]=2)[CH:15]=[N:16][CH:17]=1. The catalyst class is: 1.